Dataset: Full USPTO retrosynthesis dataset with 1.9M reactions from patents (1976-2016). Task: Predict the reactants needed to synthesize the given product. (1) Given the product [CH2:19]([C:22]1([S:25]([NH:18][C:5]2[CH:4]=[CH:3][C:2]([F:1])=[C:7]([F:8])[C:6]=2[NH:9][C:10]2[CH:15]=[CH:14][C:13]([I:16])=[CH:12][C:11]=2[F:17])(=[O:27])=[O:26])[CH2:24][CH2:23]1)[CH:20]=[CH2:21], predict the reactants needed to synthesize it. The reactants are: [F:1][C:2]1[C:7]([F:8])=[C:6]([NH:9][C:10]2[CH:15]=[CH:14][C:13]([I:16])=[CH:12][C:11]=2[F:17])[C:5]([NH2:18])=[CH:4][CH:3]=1.[CH2:19]([C:22]1([S:25](Cl)(=[O:27])=[O:26])[CH2:24][CH2:23]1)[CH:20]=[CH2:21]. (2) Given the product [Br:2][C:3]1[CH:4]=[CH:5][C:6]2[S:10][C:9]([CH2:11][NH2:1])=[N:8][C:7]=2[CH:13]=1, predict the reactants needed to synthesize it. The reactants are: [NH3:1].[Br:2][C:3]1[CH:4]=[CH:5][C:6]2[S:10][C:9]([CH2:11]Br)=[N:8][C:7]=2[CH:13]=1. (3) Given the product [NH2:28][C:26]1[CH2:25][O:24][CH2:23][C:7]2([C:6]3[CH:5]=[C:4]([OH:29])[CH:3]=[C:2]([F:1])[C:15]=3[O:14][C:13]3[C:8]2=[CH:9][C:10]([C:16]2[C:17]([F:22])=[N:18][CH:19]=[CH:20][CH:21]=2)=[CH:11][CH:12]=3)[N:27]=1, predict the reactants needed to synthesize it. The reactants are: [F:1][C:2]1[C:15]2[O:14][C:13]3[C:8](=[CH:9][C:10]([C:16]4[C:17]([F:22])=[N:18][CH:19]=[CH:20][CH:21]=4)=[CH:11][CH:12]=3)[C:7]3([N:27]=[C:26]([NH2:28])[CH2:25][O:24][CH2:23]3)[C:6]=2[CH:5]=[C:4]([O:29]C)[CH:3]=1.B(Br)(Br)Br. (4) Given the product [ClH:7].[NH2:15][C:16]1[CH:17]=[CH:18][C:19]([CH2:22][CH2:23][N:24]2[CH2:25][CH2:26][CH:27]([CH2:30][C:31]3[CH:36]=[C:35]([O:37][CH3:38])[CH:34]=[CH:33][C:32]=3[Br:39])[CH2:28][CH2:29]2)=[CH:20][CH:21]=1, predict the reactants needed to synthesize it. The reactants are: O1CCOCC1.[ClH:7].C(OC([NH:15][C:16]1[CH:21]=[CH:20][C:19]([CH2:22][CH2:23][N:24]2[CH2:29][CH2:28][CH:27]([CH2:30][C:31]3[CH:36]=[C:35]([O:37][CH3:38])[CH:34]=[CH:33][C:32]=3[Br:39])[CH2:26][CH2:25]2)=[CH:18][CH:17]=1)=O)(C)(C)C. (5) Given the product [OH:10][C@@H:3]1[CH2:4][C:5]([CH3:9])([CH3:8])[O:6][CH2:7][C@H:2]1[NH:1][C:25](=[O:26])[O:27][CH2:28][CH2:29][Si:30]([CH3:33])([CH3:32])[CH3:31], predict the reactants needed to synthesize it. The reactants are: [NH2:1][C@@H:2]1[CH2:7][O:6][C:5]([CH3:9])([CH3:8])[CH2:4][C@H:3]1[OH:10].C(N(CC)CC)C.O=C1CCC(=O)N1[C:25]([O:27][CH2:28][CH2:29][Si:30]([CH3:33])([CH3:32])[CH3:31])=[O:26]. (6) Given the product [CH3:9][NH:10][CH2:12][C@H:13]1[CH2:18][CH2:17][C@H:16]([CH2:19][CH2:20][OH:21])[CH2:15][CH2:14]1, predict the reactants needed to synthesize it. The reactants are: C(O[C:9](=O)[N:10]([CH2:12][C@H:13]1[CH2:18][CH2:17][C@H:16]([CH2:19][CH2:20][OH:21])[CH2:15][CH2:14]1)C)C1C=CC=CC=1. (7) Given the product [CH2:24]([N:26]([CH3:27])[C:21]([C:11]1[CH:12]=[C:13]([C:14]2[CH:15]=[N:16][C:17]([CH3:20])=[CH:18][CH:19]=2)[N:9]([C:6]2[N:7]=[N:8][C:3]([O:2][CH3:1])=[CH:4][CH:5]=2)[N:10]=1)=[O:23])[CH3:25], predict the reactants needed to synthesize it. The reactants are: [CH3:1][O:2][C:3]1[N:8]=[N:7][C:6]([N:9]2[C:13]([C:14]3[CH:15]=[N:16][C:17]([CH3:20])=[CH:18][CH:19]=3)=[CH:12][C:11]([C:21]([OH:23])=O)=[N:10]2)=[CH:5][CH:4]=1.[CH2:24]([NH:26][CH3:27])[CH3:25].